The task is: Predict the reaction yield, written as a fraction of the theoretical maximum amount of product (1.0 means a 100% yield; for example, 0.34 means a 34% yield).. This data is from Reaction yield outcomes from USPTO patents with 853,638 reactions. (1) The reactants are [CH3:1][O:2][C:3]1[CH:8]=[N:7][C:6]([C:9]2[CH:10]=[N:11][CH:12]=[N:13][CH:14]=2)=[C:5]2[NH:15][CH:16]=[C:17]([C:18](=[O:22])[C:19]([OH:21])=O)[C:4]=12.Cl.[C:24]1([N:30]2[C:34]([N:35]3[CH2:40][CH2:39][NH:38][CH2:37][CH2:36]3)=[N:33][N:32]=[N:31]2)[CH:29]=[CH:28][CH:27]=[CH:26][CH:25]=1.F[B-](F)(F)F.N1(OC(N(C)C)=[N+](C)C)C2C=CC=CC=2N=N1.C(N(CC)C(C)C)(C)C. The catalyst is CN(C=O)C.C(Cl)Cl. The product is [CH3:1][O:2][C:3]1[CH:8]=[N:7][C:6]([C:9]2[CH:10]=[N:11][CH:12]=[N:13][CH:14]=2)=[C:5]2[NH:15][CH:16]=[C:17]([C:18](=[O:22])[C:19]([N:38]3[CH2:39][CH2:40][N:35]([C:34]4[N:30]([C:24]5[CH:29]=[CH:28][CH:27]=[CH:26][CH:25]=5)[N:31]=[N:32][N:33]=4)[CH2:36][CH2:37]3)=[O:21])[C:4]=12. The yield is 0.117. (2) The reactants are [CH3:1][O:2][C:3]1[CH:4]=[C:5]2[C:10](=[C:11]([C:13]#[N:14])[CH:12]=1)[C:9](=[O:15])[N:8]([C:16]1[CH:21]=[CH:20][C:19]([O:22][CH3:23])=[CH:18][CH:17]=1)[CH:7]=[CH:6]2.[Br:24]N1C(=O)CCC1=O. No catalyst specified. The product is [Br:24][C:6]1[C:5]2[C:10](=[C:11]([C:13]#[N:14])[CH:12]=[C:3]([O:2][CH3:1])[CH:4]=2)[C:9](=[O:15])[N:8]([C:16]2[CH:21]=[CH:20][C:19]([O:22][CH3:23])=[CH:18][CH:17]=2)[CH:7]=1. The yield is 0.833. (3) The reactants are [Br:1][C:2]1[CH:7]=[CH:6][C:5]([S:8](Cl)(=[O:10])=[O:9])=[C:4]([C:12]([F:15])([F:14])[F:13])[CH:3]=1.[CH3:16][NH2:17]. No catalyst specified. The product is [Br:1][C:2]1[CH:7]=[CH:6][C:5]([S:8]([NH:17][CH3:16])(=[O:10])=[O:9])=[C:4]([C:12]([F:15])([F:14])[F:13])[CH:3]=1. The yield is 0.900.